From a dataset of Catalyst prediction with 721,799 reactions and 888 catalyst types from USPTO. Predict which catalyst facilitates the given reaction. Reactant: C([O:4][C:5](=O)[C:6]1[C:11]([O:12][CH2:13][CH2:14][CH3:15])=[CH:10][CH:9]=[CH:8][N:7]=1)CC.CC(C[AlH]CC(C)C)C.C(C(C(C([O-])=O)O)O)([O-])=O.[K+].[Na+]. Product: [CH2:13]([O:12][C:11]1[C:6]([CH:5]=[O:4])=[N:7][CH:8]=[CH:9][CH:10]=1)[CH2:14][CH3:15]. The catalyst class is: 177.